Dataset: Full USPTO retrosynthesis dataset with 1.9M reactions from patents (1976-2016). Task: Predict the reactants needed to synthesize the given product. The reactants are: [N:1]1[C:10]2[CH:9]([NH:11][CH2:12][C:13]3[CH:29]=[CH:28][C:16]([CH2:17][NH:18][S:19]([C:22]4[CH:27]=[CH:26][CH:25]=[CH:24][N:23]=4)(=[O:21])=[O:20])=[CH:15][CH:14]=3)[CH2:8][CH2:7][CH2:6][C:5]=2[CH:4]=[CH:3][CH:2]=1.[CH3:30][Si:31]([CH3:48])([CH3:47])[CH2:32][CH2:33][O:34][CH2:35][N:36]1[C:40]2[CH:41]=[CH:42][CH:43]=[CH:44][C:39]=2[N:38]=[C:37]1[CH:45]=O.[BH-](OC(C)=O)(OC(C)=O)OC(C)=O.[Na+]. Given the product [N:1]1[C:10]2[CH:9]([N:11]([CH2:12][C:13]3[CH:14]=[CH:15][C:16]([CH2:17][NH:18][S:19]([C:22]4[CH:27]=[CH:26][CH:25]=[CH:24][N:23]=4)(=[O:20])=[O:21])=[CH:28][CH:29]=3)[CH2:45][C:37]3[N:36]([CH2:35][O:34][CH2:33][CH2:32][Si:31]([CH3:30])([CH3:47])[CH3:48])[C:40]4[CH:41]=[CH:42][CH:43]=[CH:44][C:39]=4[N:38]=3)[CH2:8][CH2:7][CH2:6][C:5]=2[CH:4]=[CH:3][CH:2]=1, predict the reactants needed to synthesize it.